From a dataset of Forward reaction prediction with 1.9M reactions from USPTO patents (1976-2016). Predict the product of the given reaction. (1) Given the reactants [CH2:1]([OH:4])[CH2:2][OH:3].[SH:5][C:6]([CH3:11])([CH3:10])[C:7]([OH:9])=O.O.C1(C)C=[CH:17][C:16]([S:19](O)(=O)=O)=[CH:15]C=1.[C:24](=[O:27])([O-])O.[Na+], predict the reaction product. The product is: [SH:19][C:16]([CH3:17])([CH3:15])[C:24]([O:3][CH2:2][CH2:1][O:4][C:7](=[O:9])[C:6]([SH:5])([CH3:11])[CH3:10])=[O:27]. (2) Given the reactants [N:1]1[CH:6]=[CH:5][CH:4]=[C:3]([CH2:7][NH:8][C:9]([C:11]2[S:15][C:14](Br)=[N:13][C:12]=2[CH3:17])=[O:10])[CH:2]=1.[NH:18]1[C:22](B(O)O)=[CH:21][CH:20]=[N:19]1.C(=O)([O-])[O-].[K+].[K+], predict the reaction product. The product is: [N:1]1[CH:6]=[CH:5][CH:4]=[C:3]([CH2:7][NH:8][C:9]([C:11]2[S:15][C:14]([C:22]3[NH:18][N:19]=[CH:20][CH:21]=3)=[N:13][C:12]=2[CH3:17])=[O:10])[CH:2]=1. (3) Given the reactants BrC1C=C([NH:10][C:11]2[CH:15]=[C:14]([CH2:16][O:17][CH3:18])[N:13]([CH3:19])[N:12]=2)C(=O)N(C)C=1.CC1(C)C2C(=C(P(C3C=CC=CC=3)C3C=CC=CC=3)C=CC=2)OC2C(P(C3C=CC=CC=3)C3C=CC=CC=3)=CC=CC1=2.Br[C:63]1[C:64](=[O:71])[N:65]([CH3:70])[N:66]=[C:67]([Cl:69])[CH:68]=1.C([O-])([O-])=O.[Cs+].[Cs+], predict the reaction product. The product is: [Cl:69][C:67]1[CH:68]=[C:63]([NH:10][C:11]2[CH:15]=[C:14]([CH2:16][O:17][CH3:18])[N:13]([CH3:19])[N:12]=2)[C:64](=[O:71])[N:65]([CH3:70])[N:66]=1. (4) Given the reactants [CH3:1][NH:2][C:3]1[CH:8]=[CH:7][CH:6]=[CH:5][C:4]=1[CH2:9][OH:10].N1C=CC=CC=1.[C:17](OC(=O)C)(=[O:19])[CH3:18].O, predict the reaction product. The product is: [C:17]([O:10][CH2:9][C:4]1[CH:5]=[CH:6][CH:7]=[CH:8][C:3]=1[NH:2][CH3:1])(=[O:19])[CH3:18].